From a dataset of Forward reaction prediction with 1.9M reactions from USPTO patents (1976-2016). Predict the product of the given reaction. (1) The product is: [C:15]([O:1][CH2:2][C:3]1[CH:4]=[CH:5][C:6]([N+:10]([O-:12])=[O:11])=[C:7]([OH:9])[CH:8]=1)(=[O:16])[C:14]([CH3:24])([CH3:23])[CH3:13]. Given the reactants [OH:1][CH2:2][C:3]1[CH:4]=[CH:5][C:6]([N+:10]([O-:12])=[O:11])=[C:7]([OH:9])[CH:8]=1.[CH3:13][C:14]([CH3:24])([CH3:23])[C:15](N1CCSC1=S)=[O:16], predict the reaction product. (2) Given the reactants [CH2:1]([O:3][C:4](=[O:14])[C:5](=[C:7]1[CH2:12][C@@H:11]2[C@@H:9]([CH2:10]2)[C:8]1=O)[O-])[CH3:2].[K+].[Cl:16][C:17]1[N:18]=[N:19][C:20]([NH:23][NH2:24])=[CH:21][CH:22]=1, predict the reaction product. The product is: [CH2:1]([O:3][C:4]([C:5]1[C:7]2[CH2:12][C@H:11]3[CH2:10][C@H:9]3[C:8]=2[N:23]([C:20]2[N:19]=[N:18][C:17]([Cl:16])=[CH:22][CH:21]=2)[N:24]=1)=[O:14])[CH3:2]. (3) Given the reactants Br[C:2]1[CH:3]=[C:4]2[C:9](=[CH:10][C:11]=1[F:12])[O:8][C:7]([CH3:14])([CH3:13])[CH2:6][CH:5]2[C:15]([O:17][CH3:18])=[O:16].[CH3:19][N:20]1CCCC1=O, predict the reaction product. The product is: [C:19]([C:2]1[CH:3]=[C:4]2[C:9](=[CH:10][C:11]=1[F:12])[O:8][C:7]([CH3:14])([CH3:13])[CH2:6][CH:5]2[C:15]([O:17][CH3:18])=[O:16])#[N:20]. (4) Given the reactants [CH3:1][O:2][C:3]([C:5]1[CH:13]=[C:12]2[C:8]([C:9]([N:14]3[CH2:19][CH2:18][N:17]([CH3:20])[CH2:16][CH2:15]3)=[N:10][NH:11]2)=[CH:7][CH:6]=1)=[O:4].[CH3:21]C(C)([O-])C.[Na+].CI, predict the reaction product. The product is: [CH3:1][O:2][C:3]([C:5]1[CH:13]=[C:12]2[C:8]([C:9]([N:14]3[CH2:15][CH2:16][N:17]([CH3:20])[CH2:18][CH2:19]3)=[N:10][N:11]2[CH3:21])=[CH:7][CH:6]=1)=[O:4].